Dataset: NCI-60 drug combinations with 297,098 pairs across 59 cell lines. Task: Regression. Given two drug SMILES strings and cell line genomic features, predict the synergy score measuring deviation from expected non-interaction effect. Drug 1: CCCCC(=O)OCC(=O)C1(CC(C2=C(C1)C(=C3C(=C2O)C(=O)C4=C(C3=O)C=CC=C4OC)O)OC5CC(C(C(O5)C)O)NC(=O)C(F)(F)F)O. Drug 2: CN(CCCl)CCCl.Cl. Cell line: HS 578T. Synergy scores: CSS=35.1, Synergy_ZIP=2.24, Synergy_Bliss=3.40, Synergy_Loewe=-10.1, Synergy_HSA=3.43.